This data is from Peptide-MHC class I binding affinity with 185,985 pairs from IEDB/IMGT. The task is: Regression. Given a peptide amino acid sequence and an MHC pseudo amino acid sequence, predict their binding affinity value. This is MHC class I binding data. (1) The peptide sequence is GTEEIRSLY. The MHC is HLA-A01:01 with pseudo-sequence HLA-A01:01. The binding affinity (normalized) is 0.770. (2) The peptide sequence is NPALRMKWM. The MHC is HLA-B08:02 with pseudo-sequence HLA-B08:02. The binding affinity (normalized) is 0.0847. (3) The peptide sequence is SDMDTATET. The MHC is HLA-B45:01 with pseudo-sequence HLA-B45:01. The binding affinity (normalized) is 0.00466. (4) The peptide sequence is EFTSDYPFY. The MHC is HLA-A11:01 with pseudo-sequence HLA-A11:01. The binding affinity (normalized) is 0.275. (5) The peptide sequence is KGLGHDFLR. The MHC is HLA-A03:01 with pseudo-sequence HLA-A03:01. The binding affinity (normalized) is 0.0789. (6) The peptide sequence is GLKELGDWV. The MHC is HLA-A02:50 with pseudo-sequence HLA-A02:50. The binding affinity (normalized) is 1.00. (7) The peptide sequence is CYPRLWGVR. The MHC is HLA-A03:01 with pseudo-sequence HLA-A03:01. The binding affinity (normalized) is 0.0847.